Task: Predict the reactants needed to synthesize the given product.. Dataset: Full USPTO retrosynthesis dataset with 1.9M reactions from patents (1976-2016) (1) Given the product [CH:31]1([NH:36][C:37]2[N:39]3[N:13]=[C:14]([C:23]4[CH:24]=[CH:25][C:26]([F:29])=[CH:27][CH:28]=4)[C:15]([C:11]4[CH:10]=[CH:9][N:8]=[C:7]([NH:6][CH:1]5[CH2:5][CH2:4][CH2:3][CH2:2]5)[N:12]=4)=[C:16]3[CH:17]=[CH:18][N:38]=2)[CH2:35][CH2:34][CH2:33][CH2:32]1, predict the reactants needed to synthesize it. The reactants are: [CH:1]1([NH:6][C:7]2[N:12]3[N:13]=[C:14]([C:23]4[CH:28]=[CH:27][C:26]([F:29])=[CH:25][CH:24]=4)[C:15]([C:16](=O)[CH:17]=[CH:18]N(C)C)=[C:11]3[CH:10]=[CH:9][N:8]=2)[CH2:5][CH2:4][CH2:3][CH2:2]1.Cl.[CH:31]1([NH:36][C:37]([NH2:39])=[NH:38])[CH2:35][CH2:34][CH2:33][CH2:32]1.C(=O)([O-])[O-].[K+].[K+]. (2) Given the product [CH3:20][C:19]1[CH:21]=[CH:22][C:16]([S:13]([O:8][CH2:9][CH:5]([OH:6])[CH2:4][N:1]=[N+:2]=[N-:3])(=[O:15])=[O:14])=[CH:17][CH:18]=1, predict the reactants needed to synthesize it. The reactants are: [N:1]([CH2:4][CH:5]1[CH2:9][O:8]C(C)(C)[O:6]1)=[N+:2]=[N-:3].Cl.[S:13](Cl)([C:16]1[CH:22]=[CH:21][C:19]([CH3:20])=[CH:18][CH:17]=1)(=[O:15])=[O:14].O. (3) Given the product [Br:1][C:2]1[CH:3]=[C:4]([NH2:10])[C:5]([NH2:6])=[CH:7][C:8]=1[F:9], predict the reactants needed to synthesize it. The reactants are: [Br:1][C:2]1[C:8]([F:9])=[CH:7][C:5]([NH2:6])=[C:4]([N+:10]([O-])=O)[CH:3]=1.O.O.[Sn](Cl)Cl. (4) Given the product [CH2:15]([O:10][CH2:9][C:3]1[C:4]([I:8])=[CH:5][CH:6]=[CH:7][C:2]=1[F:1])[CH:14]=[CH2:13], predict the reactants needed to synthesize it. The reactants are: [F:1][C:2]1[CH:7]=[CH:6][CH:5]=[C:4]([I:8])[C:3]=1[CH2:9][OH:10].[H-].[Na+].[CH2:13](Br)[CH:14]=[CH2:15]. (5) Given the product [Br:1][C:2]1[CH:21]=[CH:20][C:19]([F:22])=[CH:18][C:3]=1[O:4][CH:5]1[CH2:6][CH2:7][N:8]([C:11]2[S:15][C:14]([C:16](=[N:24][OH:25])[NH2:17])=[N:13][N:12]=2)[CH2:9][CH2:10]1, predict the reactants needed to synthesize it. The reactants are: [Br:1][C:2]1[CH:21]=[CH:20][C:19]([F:22])=[CH:18][C:3]=1[O:4][CH:5]1[CH2:10][CH2:9][N:8]([C:11]2[S:15][C:14]([C:16]#[N:17])=[N:13][N:12]=2)[CH2:7][CH2:6]1.Cl.[NH2:24][OH:25]. (6) The reactants are: [H-].[Na+].CO[C:5](=[O:28])[C:6]1[C:11]([Cl:12])=[CH:10][C:9]([Cl:13])=[CH:8][C:7]=1[NH:14][C:15](=[O:27])[CH:16]([C:18]1[CH:23]=[CH:22][C:21]([N+:24]([O-:26])=[O:25])=[CH:20][CH:19]=1)[CH3:17]. Given the product [Cl:12][C:11]1[CH:10]=[C:9]([Cl:13])[CH:8]=[C:7]2[C:6]=1[C:5](=[O:28])[C:16]([CH3:17])([C:18]1[CH:19]=[CH:20][C:21]([N+:24]([O-:26])=[O:25])=[CH:22][CH:23]=1)[C:15](=[O:27])[NH:14]2, predict the reactants needed to synthesize it.